From a dataset of CYP3A4 inhibition data for predicting drug metabolism from PubChem BioAssay. Regression/Classification. Given a drug SMILES string, predict its absorption, distribution, metabolism, or excretion properties. Task type varies by dataset: regression for continuous measurements (e.g., permeability, clearance, half-life) or binary classification for categorical outcomes (e.g., BBB penetration, CYP inhibition). Dataset: cyp3a4_veith. The drug is CC(C)N=c1scc(-c2ccco2)n1/N=C/c1ccc(O)c(O)c1. The result is 1 (inhibitor).